From a dataset of Forward reaction prediction with 1.9M reactions from USPTO patents (1976-2016). Predict the product of the given reaction. (1) Given the reactants [C:1]([C:3]1[CH:4]=[C:5]2[C:9](=[CH:10][CH:11]=1)[NH:8][C:7]([OH:12])=[C:6]2[C:13]1[N:18]=[CH:17][C:16]([C:19]([O:21]CC)=[O:20])=[CH:15][CH:14]=1)#[N:2], predict the reaction product. The product is: [C:1]([C:3]1[CH:4]=[C:5]2[C:9](=[CH:10][CH:11]=1)[NH:8][C:7]([OH:12])=[C:6]2[C:13]1[N:18]=[CH:17][C:16]([C:19]([OH:21])=[O:20])=[CH:15][CH:14]=1)#[N:2]. (2) Given the reactants BrC1C=CC(F)=C([C@]2(C)[C@H]3[C@](C(F)F)(C3)SC(N)=N2)C=1.C(OC(=O)[N:27]([C:36]1[S:37][C@:38]2([C:53](=[O:55])[NH2:54])[C@H:40]([C@:41]([C:44]3[C:45]([O:51][CH3:52])=[N:46][CH:47]=[C:48]([Br:50])[CH:49]=3)([CH3:43])[N:42]=1)[CH2:39]2)COCC[Si](C)(C)C)(C)(C)C, predict the reaction product. The product is: [NH2:27][C:36]1[S:37][C@:38]2([C:53]([NH2:54])=[O:55])[C@H:40]([C@:41]([C:44]3[C:45]([O:51][CH3:52])=[N:46][CH:47]=[C:48]([Br:50])[CH:49]=3)([CH3:43])[N:42]=1)[CH2:39]2. (3) Given the reactants C(OC([N:8]1[CH2:13][CH2:12][CH:11]([CH2:14][CH2:15][O:16][C:17]2[CH:26]=[C:25]3[C:20]([C:21](=[O:35])[N:22]([CH2:27][O:28][C:29](=[O:34])[C:30]([CH3:33])([CH3:32])[CH3:31])[CH:23]=[N:24]3)=[CH:19][C:18]=2[O:36][CH3:37])[CH2:10][CH2:9]1)=O)(C)(C)C.O.C(=O)([O-])O.[Na+], predict the reaction product. The product is: [NH:8]1[CH2:13][CH2:12][CH:11]([CH2:14][CH2:15][O:16][C:17]2[CH:26]=[C:25]3[C:20]([C:21](=[O:35])[N:22]([CH2:27][O:28][C:29](=[O:34])[C:30]([CH3:33])([CH3:31])[CH3:32])[CH:23]=[N:24]3)=[CH:19][C:18]=2[O:36][CH3:37])[CH2:10][CH2:9]1. (4) The product is: [Cl:12][S:9]([CH2:8][CH2:7][CH2:6][CH2:5][CH2:4][CH2:3][CH2:2][CH2:1][S:13]([O:30][C:27]1[CH:26]=[CH:25][C:24]([C:23]([F:31])([F:32])[F:22])=[CH:29][CH:28]=1)(=[O:15])=[O:14])(=[O:10])=[O:11]. Given the reactants [CH2:1]([S:13](Cl)(=[O:15])=[O:14])[CH2:2][CH2:3][CH2:4][CH2:5][CH2:6][CH2:7][CH2:8][S:9]([Cl:12])(=[O:11])=[O:10].[K].S(Cl)(Cl)=O.[F:22][C:23]([F:32])([F:31])[C:24]1[CH:29]=[CH:28][C:27]([OH:30])=[CH:26][CH:25]=1, predict the reaction product.